From a dataset of Forward reaction prediction with 1.9M reactions from USPTO patents (1976-2016). Predict the product of the given reaction. Given the reactants [OH:1][CH2:2][C@@H:3]1[CH2:6][CH2:5][C@@H:4]1[C:7]([O:9][CH3:10])=[O:8].C(OC1C(OC(=O)C)=C(I)C=CC=1)(=O)C.CC1(C)N([O])C(C)(C)CCC1.O, predict the reaction product. The product is: [CH:2]([C@@H:3]1[CH2:6][CH2:5][C@H:4]1[C:7]([O:9][CH3:10])=[O:8])=[O:1].